Task: Regression. Given two drug SMILES strings and cell line genomic features, predict the synergy score measuring deviation from expected non-interaction effect.. Dataset: NCI-60 drug combinations with 297,098 pairs across 59 cell lines (1) Drug 1: CC1=C2C(C(=O)C3(C(CC4C(C3C(C(C2(C)C)(CC1OC(=O)C(C(C5=CC=CC=C5)NC(=O)C6=CC=CC=C6)O)O)OC(=O)C7=CC=CC=C7)(CO4)OC(=O)C)O)C)OC(=O)C. Drug 2: C1C(C(OC1N2C=NC(=NC2=O)N)CO)O. Cell line: SF-539. Synergy scores: CSS=12.8, Synergy_ZIP=-14.6, Synergy_Bliss=-19.0, Synergy_Loewe=-46.0, Synergy_HSA=-19.4. (2) Drug 1: CC1=C2C(C(=O)C3(C(CC4C(C3C(C(C2(C)C)(CC1OC(=O)C(C(C5=CC=CC=C5)NC(=O)OC(C)(C)C)O)O)OC(=O)C6=CC=CC=C6)(CO4)OC(=O)C)OC)C)OC. Drug 2: C1=CC(=C2C(=C1NCCNCCO)C(=O)C3=C(C=CC(=C3C2=O)O)O)NCCNCCO. Cell line: PC-3. Synergy scores: CSS=52.0, Synergy_ZIP=6.44, Synergy_Bliss=4.66, Synergy_Loewe=9.15, Synergy_HSA=11.7.